From a dataset of Full USPTO retrosynthesis dataset with 1.9M reactions from patents (1976-2016). Predict the reactants needed to synthesize the given product. (1) Given the product [CH3:1][C:2]1[C:33]([CH3:34])=[CH:32][CH:31]=[CH:30][C:3]=1[C:4]([NH:6][C:7]1[CH:19]=[C:18](/[CH:20]=[CH:21]/[C:22]2[CH:27]=[CH:26][CH:25]=[C:24]([O:28][CH3:29])[CH:23]=2)[CH:17]=[CH:16][C:8]=1[C:9]([OH:11])=[O:10])=[O:5], predict the reactants needed to synthesize it. The reactants are: [CH3:1][C:2]1[C:33]([CH3:34])=[CH:32][CH:31]=[CH:30][C:3]=1[C:4]([NH:6][C:7]1[CH:19]=[C:18](/[CH:20]=[CH:21]/[C:22]2[CH:27]=[CH:26][CH:25]=[C:24]([O:28][CH3:29])[CH:23]=2)[CH:17]=[CH:16][C:8]=1[C:9]([O:11]C(C)(C)C)=[O:10])=[O:5]. (2) Given the product [CH3:24][O:25][C:26]1[CH:27]=[C:28]2[C:33](=[CH:34][C:35]=1[O:36][CH3:37])[N:32]=[CH:31][CH:30]=[C:29]2[O:1][C:2]1[CH:7]=[CH:6][C:5]([NH:8][C:9]([C:11]2([C:14]([NH:16][C:17]3[CH:18]=[CH:19][C:20]([F:23])=[CH:21][CH:22]=3)=[O:15])[CH2:13][CH2:12]2)=[O:10])=[CH:4][CH:3]=1, predict the reactants needed to synthesize it. The reactants are: [OH:1][C:2]1[CH:7]=[CH:6][C:5]([NH:8][C:9]([C:11]2([C:14]([NH:16][C:17]3[CH:22]=[CH:21][C:20]([F:23])=[CH:19][CH:18]=3)=[O:15])[CH2:13][CH2:12]2)=[O:10])=[CH:4][CH:3]=1.[CH3:24][O:25][C:26]1[CH:27]=[C:28]2[C:33](=[CH:34][C:35]=1[O:36][CH3:37])[N:32]=[CH:31][CH:30]=[C:29]2OS(C(F)(F)F)(=O)=O. (3) Given the product [ClH:1].[Cl:1][C:2]1[CH:42]=[CH:41][C:5]([CH2:6][C@@H:7]([NH:28][CH:29]2[CH2:34][CH2:33][CH:32]([N:35]3[CH2:39][CH2:38][CH2:37][C:36]3=[O:40])[CH2:31][CH2:30]2)[C:8]([N:10]2[CH2:15][CH2:14][C:13]([CH:22]3[CH2:23][CH2:24][CH2:25][CH2:26][CH2:27]3)([CH2:16][N:17]3[CH:21]=[N:20][CH:19]=[N:18]3)[CH2:12][CH2:11]2)=[O:9])=[CH:4][CH:3]=1, predict the reactants needed to synthesize it. The reactants are: [Cl:1][C:2]1[CH:42]=[CH:41][C:5]([CH2:6][C@@H:7]([NH:28][CH:29]2[CH2:34][CH2:33][CH:32]([N:35]3[CH2:39][CH2:38][CH2:37][C:36]3=[O:40])[CH2:31][CH2:30]2)[C:8]([N:10]2[CH2:15][CH2:14][C:13]([CH:22]3[CH2:27][CH2:26][CH2:25][CH2:24][CH2:23]3)([CH2:16][N:17]3[CH:21]=[N:20][CH:19]=[N:18]3)[CH2:12][CH2:11]2)=[O:9])=[CH:4][CH:3]=1.Cl. (4) Given the product [F:1][C:2]1[CH:11]=[C:10]2[C:5]([CH:6]([OH:12])[CH2:7][CH2:8][O:9]2)=[CH:4][CH:3]=1, predict the reactants needed to synthesize it. The reactants are: [F:1][C:2]1[CH:11]=[C:10]2[C:5]([C:6](=[O:12])[CH2:7][CH2:8][O:9]2)=[CH:4][CH:3]=1.[BH4-].[Na+]. (5) Given the product [BrH:11].[N:1]1[N:2]=[C:10]([NH2:9])[N:4]2[CH:5]=[CH:6][CH:7]=[CH:8][C:3]=12, predict the reactants needed to synthesize it. The reactants are: [NH:1]([C:3]1[CH:8]=[CH:7][CH:6]=[CH:5][N:4]=1)[NH2:2].[N:9]#[C:10][Br:11]. (6) Given the product [CH3:1][C:2]1[N:3]([CH2:30][C:31]([OH:33])=[O:32])[C:4]2[CH2:5][C:6]([CH3:29])([CH3:28])[CH2:7][C:8](=[O:27])[C:9]=2[C:10]=1[CH2:11][C:12]1[CH:17]=[CH:16][C:15]([S:18]([N:21]2[CH2:26][CH2:25][O:24][CH2:23][CH2:22]2)(=[O:20])=[O:19])=[CH:14][CH:13]=1, predict the reactants needed to synthesize it. The reactants are: [CH3:1][C:2]1[N:3]([CH2:30][C:31]([O:33]CC)=[O:32])[C:4]2[CH2:5][C:6]([CH3:29])([CH3:28])[CH2:7][C:8](=[O:27])[C:9]=2[C:10]=1[CH2:11][C:12]1[CH:17]=[CH:16][C:15]([S:18]([N:21]2[CH2:26][CH2:25][O:24][CH2:23][CH2:22]2)(=[O:20])=[O:19])=[CH:14][CH:13]=1.[OH-].[Na+]. (7) Given the product [C:1]([O:5][C:6]([N:8]1[CH2:13][CH2:12][CH:11]([CH2:14][CH2:15][O:16][C:20]2[O:24][N:23]=[C:22]([C:25]3[CH:26]=[CH:27][C:28]([S:31]([CH3:34])(=[O:32])=[O:33])=[CH:29][CH:30]=3)[N:21]=2)[CH2:10][CH2:9]1)=[O:7])([CH3:4])([CH3:3])[CH3:2], predict the reactants needed to synthesize it. The reactants are: [C:1]([O:5][C:6]([N:8]1[CH2:13][CH2:12][CH:11]([CH2:14][CH2:15][OH:16])[CH2:10][CH2:9]1)=[O:7])([CH3:4])([CH3:3])[CH3:2].[H-].[Na+].Cl[C:20]1[O:24][N:23]=[C:22]([C:25]2[CH:30]=[CH:29][C:28]([S:31]([CH3:34])(=[O:33])=[O:32])=[CH:27][CH:26]=2)[N:21]=1.